This data is from Forward reaction prediction with 1.9M reactions from USPTO patents (1976-2016). The task is: Predict the product of the given reaction. (1) Given the reactants [Cl:1][C:2]1[CH:3]=[C:4]([O:10][C:11]2[CH:20]=[C:19](F)[CH:18]=[CH:17][C:12]=2[C:13]([O:15][CH3:16])=[O:14])[CH:5]=[N:6][C:7]=1[NH:8][CH3:9].[NH:22]1[CH2:27][CH2:26][NH:25][CH2:24][CH2:23]1, predict the reaction product. The product is: [Cl:1][C:2]1[CH:3]=[C:4]([O:10][C:11]2[CH:20]=[C:19]([N:22]3[CH2:27][CH2:26][NH:25][CH2:24][CH2:23]3)[CH:18]=[CH:17][C:12]=2[C:13]([O:15][CH3:16])=[O:14])[CH:5]=[N:6][C:7]=1[NH:8][CH3:9]. (2) Given the reactants [NH:1]1[CH2:6][CH2:5][NH:4][CH2:3][CH2:2]1.Cl[C:8]1[C:17]2[C:12](=[CH:13][CH:14]=[C:15]([O:18][CH3:19])[CH:16]=2)[N:11]=[CH:10][N:9]=1, predict the reaction product. The product is: [CH3:19][O:18][C:15]1[CH:16]=[C:17]2[C:12](=[CH:13][CH:14]=1)[N:11]=[CH:10][N:9]=[C:8]2[N:1]1[CH2:6][CH2:5][NH:4][CH2:3][CH2:2]1. (3) Given the reactants C(C1[C:4]([NH:11][C@@H:12]2[C:20]3[C:15](=[CH:16]C=CC=3)[CH2:14][C@@H:13]2O)=[N:5]C(CC)=CN=1)C.Br[C:23]1[C:28]([CH2:29][CH3:30])=[N:27][C:26]([C:31]2[CH:36]=[CH:35][C:34]([Cl:37])=[CH:33][C:32]=2[Cl:38])=[C:25]([CH2:39][CH3:40])[N:24]=1.CC1C=C(C)N=C(N)C=1, predict the reaction product. The product is: [Cl:38][C:32]1[CH:33]=[C:34]([Cl:37])[CH:35]=[CH:36][C:31]=1[C:26]1[N:27]=[C:28]([CH2:29][CH3:30])[C:23]([NH:5][C:4]2[CH:16]=[C:15]([CH3:14])[CH:20]=[C:12]([CH3:13])[N:11]=2)=[N:24][C:25]=1[CH2:39][CH3:40].